Dataset: Forward reaction prediction with 1.9M reactions from USPTO patents (1976-2016). Task: Predict the product of the given reaction. (1) Given the reactants [C:1]([CH2:3][C:4]1[C:5]([C:24]2[CH:29]=[CH:28][C:27]([CH3:30])=[CH:26][CH:25]=2)=[C:6]([CH2:15][NH:16][C:17](=[O:23])[O:18][C:19]([CH3:22])([CH3:21])[CH3:20])[C:7]([CH2:11][CH:12]([CH3:14])[CH3:13])=[N:8][C:9]=1[CH3:10])#[N:2].C([Sn](=O)CCCC)CCC.C[Si]([N:45]=[N+:46]=[N-:47])(C)C.O, predict the reaction product. The product is: [CH2:11]([C:7]1[C:6]([CH2:15][NH:16][C:17](=[O:23])[O:18][C:19]([CH3:22])([CH3:21])[CH3:20])=[C:5]([C:24]2[CH:29]=[CH:28][C:27]([CH3:30])=[CH:26][CH:25]=2)[C:4]([CH2:3][C:1]2[NH:47][N:46]=[N:45][N:2]=2)=[C:9]([CH3:10])[N:8]=1)[CH:12]([CH3:13])[CH3:14]. (2) Given the reactants [H-].[Na+].[OH:3][C:4]1[C:5]([CH:10]=O)=[N:6][CH:7]=[CH:8][CH:9]=1.C(OP(OCC)([C:17](=[CH2:21])[C:18]([OH:20])=[O:19])=O)C.[CH2:25]1COC[CH2:26]1, predict the reaction product. The product is: [O:3]1[C:4]2[C:5](=[N:6][CH:7]=[CH:8][CH:9]=2)[CH:10]=[C:17]([C:18]([O:20][CH2:25][CH3:26])=[O:19])[CH2:21]1. (3) Given the reactants [NH:1]1[CH:5]=[CH:4][CH:3]=[N:2]1.[N:6]#[C:7][NH2:8].[ClH:9], predict the reaction product. The product is: [ClH:9].[N:1]1([C:7]([NH2:8])=[NH:6])[CH:5]=[CH:4][CH:3]=[N:2]1. (4) Given the reactants [NH2:1][C:2]1[CH:17]=[C:16]([O:18][Si:19]([CH:26]([CH3:28])[CH3:27])([CH:23]([CH3:25])[CH3:24])[CH:20]([CH3:22])[CH3:21])[CH:15]=[CH:14][C:3]=1[C:4]([NH:6][C:7]1[CH:12]=[CH:11][C:10]([Cl:13])=[CH:9][CH:8]=1)=[O:5].C(N(CC)CC)C.[C:36](Cl)(=[O:40])[C:37]([CH3:39])=[CH2:38], predict the reaction product. The product is: [Cl:13][C:10]1[CH:9]=[CH:8][C:7]([NH:6][C:4](=[O:5])[C:3]2[CH:14]=[CH:15][C:16]([O:18][Si:19]([CH:23]([CH3:25])[CH3:24])([CH:26]([CH3:28])[CH3:27])[CH:20]([CH3:21])[CH3:22])=[CH:17][C:2]=2[NH:1][C:36](=[O:40])[C:37]([CH3:39])=[CH2:38])=[CH:12][CH:11]=1. (5) Given the reactants C(O[K])(C)(C)C.F[C:8]1[CH:15]=[C:14]([C:16]([F:19])([F:18])[F:17])[CH:13]=[CH:12][C:9]=1[C:10]#[N:11].[N:20]1[CH:25]=[CH:24][CH:23]=[C:22]([NH2:26])[CH:21]=1.Cl, predict the reaction product. The product is: [N:20]1[CH:25]=[CH:24][CH:23]=[C:22]([NH:26][C:8]2[CH:15]=[C:14]([C:16]([F:19])([F:18])[F:17])[CH:13]=[CH:12][C:9]=2[C:10]#[N:11])[CH:21]=1. (6) Given the reactants Br[C:2]1[CH:3]=[C:4]([CH:8]2[O:13][CH2:12][CH2:11][CH2:10][O:9]2)[CH:5]=[CH:6][CH:7]=1.[Mg].[F:15][C:16]([F:24])([F:23])[C:17](=[O:22])[CH:18]=[C:19]([CH3:21])[CH3:20], predict the reaction product. The product is: [O:9]1[CH2:10][CH2:11][CH2:12][O:13][CH:8]1[C:4]1[CH:3]=[C:2]([C:19]([CH3:21])([CH3:20])[CH2:18][C:17](=[O:22])[C:16]([F:24])([F:23])[F:15])[CH:7]=[CH:6][CH:5]=1. (7) Given the reactants C(OC([C:6]1[O:14][C:9]2=[CH:10][N:11]=[CH:12][CH:13]=[C:8]2[C:7]=1[OH:15])=O)C, predict the reaction product. The product is: [O:14]1[C:9]2=[CH:10][N:11]=[CH:12][CH:13]=[C:8]2[C:7](=[O:15])[CH2:6]1. (8) Given the reactants Cl.[NH2:2][C@H:3]1[CH2:8][CH2:7][CH2:6][N:5]([CH2:9][CH3:10])[C:4]1=[O:11].C(=O)([O-])[O-].[Cs+].[Cs+].Br[C:19]1[CH:23]=[C:22]([C:24]#[C:25][C:26]([CH3:29])([CH3:28])[CH3:27])[S:21][C:20]=1[C:30]([O:32][CH3:33])=[O:31].C1C=CC(P(C2C(C3C(P(C4C=CC=CC=4)C4C=CC=CC=4)=CC=C4C=3C=CC=C4)=C3C(C=CC=C3)=CC=2)C2C=CC=CC=2)=CC=1, predict the reaction product. The product is: [CH3:27][C:26]([CH3:29])([CH3:28])[C:25]#[C:24][C:22]1[S:21][C:20]([C:30]([O:32][CH3:33])=[O:31])=[C:19]([NH:2][C@H:3]2[CH2:8][CH2:7][CH2:6][N:5]([CH2:9][CH3:10])[C:4]2=[O:11])[CH:23]=1. (9) The product is: [CH2:1]([O:8][C:9]([N:11]1[CH2:16][CH2:15][C:14]2[N:17]=[C:18]([C:20]3[CH:25]=[CH:24][CH:23]=[CH:22][N:21]=3)[N:19]([CH2:38][C:37]3[CH:40]=[CH:41][C:34]([O:33][CH3:32])=[CH:35][CH:36]=3)[C:13]=2[CH2:12]1)=[O:10])[C:2]1[CH:7]=[CH:6][CH:5]=[CH:4][CH:3]=1. Given the reactants [CH2:1]([O:8][C:9]([N:11]1[CH2:16][CH2:15][C:14]2[N:17]=[C:18]([C:20]3[CH:25]=[CH:24][CH:23]=[CH:22][N:21]=3)[NH:19][C:13]=2[CH2:12]1)=[O:10])[C:2]1[CH:7]=[CH:6][CH:5]=[CH:4][CH:3]=1.CC(C)([O-])C.[K+].[CH3:32][O:33][C:34]1[CH:41]=[CH:40][C:37]([CH2:38]Cl)=[CH:36][CH:35]=1, predict the reaction product.